This data is from Catalyst prediction with 721,799 reactions and 888 catalyst types from USPTO. The task is: Predict which catalyst facilitates the given reaction. (1) Reactant: FC(F)(F)S(O[C:7]1[CH:16]=[C:15]2[C:10]([CH:11]([C:18]3[CH:23]=[CH:22][C:21]([Cl:24])=[C:20]([Cl:25])[CH:19]=3)[CH2:12][N:13]([CH3:17])[CH2:14]2)=[CH:9][CH:8]=1)(=O)=O.[C:28]([C:30]1[CH:35]=[CH:34][CH:33]=[CH:32][C:31]=1B(O)O)#[N:29].C(=O)([O-])[O-].[Cs+].[Cs+]. Product: [Cl:25][C:20]1[CH:19]=[C:18]([CH:11]2[C:10]3[C:15](=[CH:16][C:7]([C:31]4[CH:32]=[CH:33][CH:34]=[CH:35][C:30]=4[C:28]#[N:29])=[CH:8][CH:9]=3)[CH2:14][N:13]([CH3:17])[CH2:12]2)[CH:23]=[CH:22][C:21]=1[Cl:24]. The catalyst class is: 145. (2) Reactant: [NH:1]1[C:9]2[C:4](=[CH:5][CH:6]=[C:7]([C:10]([OH:12])=[O:11])[CH:8]=2)[CH:3]=[CH:2]1.[C:13]1(=O)[CH2:18][CH2:17][CH2:16][CH2:15][CH2:14]1.CO. Product: [C:13]1([C:3]2[C:4]3[C:9](=[CH:8][C:7]([C:10]([OH:12])=[O:11])=[CH:6][CH:5]=3)[NH:1][CH:2]=2)[CH2:18][CH2:17][CH2:16][CH2:15][CH:14]=1. The catalyst class is: 6. (3) Reactant: Br.[Br:2][C:3]1[S:7][C:6]([NH2:8])=[N:5][CH:4]=1.C(N(CC)CC)C.[C:16]([O:20][C:21](O[C:21]([O:20][C:16]([CH3:19])([CH3:18])[CH3:17])=[O:22])=[O:22])([CH3:19])([CH3:18])[CH3:17]. Product: [Br:2][C:3]1[S:7][C:6]([NH:8][C:21](=[O:22])[O:20][C:16]([CH3:19])([CH3:18])[CH3:17])=[N:5][CH:4]=1. The catalyst class is: 367. (4) Product: [F:25][CH:24]([F:26])[C:22]1[N:23]=[C:19]([C:14]2[CH:15]=[N:16][N:17]([CH3:18])[C:13]=2[C:11]([NH:10][CH:7]2[CH2:8][CH2:9][N:4]3[N:3]=[C:2]([N:32]4[CH2:33][CH2:34][CH2:35][C@@H:31]4[CH2:30][O:29][CH3:28])[N:27]=[C:5]3[CH2:6]2)=[O:12])[S:20][CH:21]=1. The catalyst class is: 13. Reactant: Br[C:2]1[N:27]=[C:5]2[CH2:6][CH:7]([NH:10][C:11]([C:13]3[N:17]([CH3:18])[N:16]=[CH:15][C:14]=3[C:19]3[S:20][CH:21]=[C:22]([CH:24]([F:26])[F:25])[N:23]=3)=[O:12])[CH2:8][CH2:9][N:4]2[N:3]=1.[CH3:28][O:29][CH2:30][C@H:31]1[CH2:35][CH2:34][CH2:33][NH:32]1. (5) Reactant: [Cl:1][C:2]1[CH:10]=[C:9]([C:11]#[N:12])[CH:8]=[CH:7][C:3]=1[C:4]([OH:6])=O.CN(C=O)C.C(Cl)(=O)C(Cl)=O.[Cl:24][C:25]1[CH:26]=[C:27]([CH:32]=[CH:33][C:34]=1[O:35][CH:36]([CH3:38])[CH3:37])/[C:28](=[N:30]/O)/[NH2:29]. Product: [Cl:1][C:2]1[CH:10]=[C:9]([CH:8]=[CH:7][C:3]=1[C:4]1[O:6][N:29]=[C:28]([C:27]2[CH:32]=[CH:33][C:34]([O:35][CH:36]([CH3:37])[CH3:38])=[C:25]([Cl:24])[CH:26]=2)[N:30]=1)[C:11]#[N:12]. The catalyst class is: 2. (6) Reactant: [CH:1]1([CH2:6][CH2:7]C(Cl)=O)[CH2:5][CH2:4][CH2:3][CH2:2]1.[CH3:11][Li].CC[O:15][CH2:16][CH3:17]. Product: [CH:1]1([CH2:6][CH2:7][C:16]([CH3:17])([OH:15])[CH3:11])[CH2:5][CH2:4][CH2:3][CH2:2]1. The catalyst class is: 7.